The task is: Predict which catalyst facilitates the given reaction.. This data is from Catalyst prediction with 721,799 reactions and 888 catalyst types from USPTO. Reactant: [Br:1]Br.[CH3:3][N:4]1[C:9](=[O:10])[C:8]2[CH:11]=[CH:12][S:13][C:7]=2[N:6]([CH2:14][CH:15]([CH3:17])[CH3:16])[C:5]1=[O:18]. Product: [Br:1][C:12]1[S:13][C:7]2[N:6]([CH2:14][CH:15]([CH3:16])[CH3:17])[C:5](=[O:18])[N:4]([CH3:3])[C:9](=[O:10])[C:8]=2[CH:11]=1. The catalyst class is: 4.